From a dataset of Peptide-MHC class I binding affinity with 185,985 pairs from IEDB/IMGT. Regression. Given a peptide amino acid sequence and an MHC pseudo amino acid sequence, predict their binding affinity value. This is MHC class I binding data. The MHC is HLA-A02:03 with pseudo-sequence HLA-A02:03. The binding affinity (normalized) is 0.0847. The peptide sequence is FATTPVCEY.